This data is from Forward reaction prediction with 1.9M reactions from USPTO patents (1976-2016). The task is: Predict the product of the given reaction. (1) Given the reactants C(OC(=O)[NH:7][C:8]1[CH:13]=[C:12]([O:14][CH2:15][CH3:16])[C:11]([C:17]([F:20])([F:19])[F:18])=[CH:10][C:9]=1[NH:21][C:22](=[O:40])[CH2:23][C:24]([C:26]1[CH:31]=[CH:30][CH:29]=[C:28]([C:32]2[CH:37]=[C:36]([CH3:38])[N:35]=[C:34]([CH3:39])[CH:33]=2)[CH:27]=1)=O)(C)(C)C.C(O)(C(F)(F)F)=O, predict the reaction product. The product is: [CH3:39][C:34]1[CH:33]=[C:32]([C:28]2[CH:27]=[C:26]([C:24]3[CH2:23][C:22](=[O:40])[NH:21][C:9]4[CH:10]=[C:11]([C:17]([F:20])([F:18])[F:19])[C:12]([O:14][CH2:15][CH3:16])=[CH:13][C:8]=4[N:7]=3)[CH:31]=[CH:30][CH:29]=2)[CH:37]=[C:36]([CH3:38])[N:35]=1. (2) Given the reactants [CH:1]([N:4]1[C:8]([C:9]2[N:10]=[C:11]3[C:17]4[CH:18]=[CH:19][C:20](B5OC(C)(C)C(C)(C)O5)=[CH:21][C:16]=4[O:15][CH2:14][CH2:13][N:12]3[CH:31]=2)=[N:7][CH:6]=[N:5]1)([CH3:3])[CH3:2].Br[C:33]1[N:34]=[C:35]([CH2:44][C:45]([CH3:48])([OH:47])[CH3:46])[N:36]([CH:38]2[CH2:43][CH2:42][CH2:41][CH2:40][O:39]2)[CH:37]=1.[F-].[Cs+], predict the reaction product. The product is: [CH:1]([N:4]1[C:8]([C:9]2[N:10]=[C:11]3[N:12]([CH2:13][CH2:14][O:15][C:16]4[CH:21]=[C:20]([C:33]5[N:34]=[C:35]([CH2:44][C:45]([CH3:48])([OH:47])[CH3:46])[N:36]([CH:38]6[CH2:43][CH2:42][CH2:41][CH2:40][O:39]6)[CH:37]=5)[CH:19]=[CH:18][C:17]=43)[CH:31]=2)=[N:7][CH:6]=[N:5]1)([CH3:3])[CH3:2]. (3) Given the reactants [CH3:1][O:2][CH2:3][CH2:4][O:5][C:6]1[CH:7]=[CH:8][C:9]2[O:23][CH2:22][C:12]3([C:20]4[C:15](=[CH:16][CH:17]=[CH:18][CH:19]=4)[NH:14][C:13]3=[O:21])[C:10]=2[CH:11]=1.[NH:24]1[C:32]2[C:27](=CC=C[CH:31]=2)[C:26]2(COC3C=C4C(=[CH:43][C:33]2=3)CCO4)C1=O.Br.BrCC1C=CC=CN=1.ClCC1C=NC(OC)=NC=1, predict the reaction product. The product is: [CH3:1][O:2][CH2:3][CH2:4][O:5][C:6]1[CH:7]=[CH:8][C:9]2[O:23][CH2:22][C:12]3([C:20]4[C:15](=[CH:16][CH:17]=[CH:18][CH:19]=4)[N:14]([CH2:31][C:32]4[CH:27]=[CH:26][CH:33]=[CH:43][N:24]=4)[C:13]3=[O:21])[C:10]=2[CH:11]=1. (4) Given the reactants [CH3:1][CH:2]1[N:7]2[C:8]([C:11]([F:14])([F:13])[F:12])=[N:9][N:10]=[C:6]2[CH2:5][NH:4][CH2:3]1.[C:15]([O:19][C:20](O[C:20]([O:19][C:15]([CH3:18])([CH3:17])[CH3:16])=[O:21])=[O:21])([CH3:18])([CH3:17])[CH3:16], predict the reaction product. The product is: [C:15]([O:19][C:20]([N:4]1[CH2:3][CH:2]([CH3:1])[N:7]2[C:8]([C:11]([F:12])([F:14])[F:13])=[N:9][N:10]=[C:6]2[CH2:5]1)=[O:21])([CH3:18])([CH3:17])[CH3:16]. (5) The product is: [S:1](=[N:20][C:18]1[CH:17]=[CH:16][N:15]=[CH:14][CH:19]=1)=[O:2]. Given the reactants [S:1](Cl)(Cl)=[O:2].N1C=CN=C1.COC([C:14]1[CH:19]=[C:18]([NH2:20])[CH:17]=[CH:16][N:15]=1)=O, predict the reaction product.